This data is from Full USPTO retrosynthesis dataset with 1.9M reactions from patents (1976-2016). The task is: Predict the reactants needed to synthesize the given product. (1) Given the product [Br:1][C:2]1[CH:7]=[C:6]([F:8])[C:5]([O:9][CH:10]([F:11])[F:12])=[CH:4][C:3]=1[O:13][CH2:15][CH:16]1[CH2:18][CH2:17]1, predict the reactants needed to synthesize it. The reactants are: [Br:1][C:2]1[CH:7]=[C:6]([F:8])[C:5]([O:9][CH:10]([F:12])[F:11])=[CH:4][C:3]=1[OH:13].Br[CH2:15][CH:16]1[CH2:18][CH2:17]1. (2) Given the product [F:1][C:2]1[CH:3]=[CH:4][C:5]([CH:6]([C:7]2[CH:12]=[CH:11][C:10]([F:13])=[CH:9][CH:8]=2)[O:14][CH2:21][CH2:26][C:25]2[CH:24]=[C:23]([NH:22][S:32]([C:35]([F:38])([F:37])[F:36])(=[O:34])=[O:33])[CH:28]=[CH:31][CH:27]=2)=[CH:15][CH:16]=1, predict the reactants needed to synthesize it. The reactants are: [F:1][C:2]1[CH:16]=[CH:15][C:5]([CH:6]([OH:14])[C:7]2[CH:12]=[CH:11][C:10]([F:13])=[CH:9][CH:8]=2)=[CH:4][CH:3]=1.C([C:21]1[CH:26]=[C:25]([CH3:27])[CH:24]=[C:23]([C:28]([CH3:31])(C)C)[N:22]=1)(C)(C)C.[S:32](O[S:32]([C:35]([F:38])([F:37])[F:36])(=[O:34])=[O:33])([C:35]([F:38])([F:37])[F:36])(=[O:34])=[O:33].[O-]S(C(F)(F)F)(=O)=O.S(S([O-])=O)([O-])=O.[Na+].[Na+]. (3) Given the product [NH2:27][C:15]1[N:16]=[C:17]([N:19]([CH3:26])[C:20]2[CH:25]=[CH:24][CH:23]=[CH:22][CH:21]=2)[N:18]=[C:13]([C:10]2[N:9]=[C:8]([C:5]3[CH:4]=[CH:3][C:2]([OH:28])=[N:7][CH:6]=3)[O:12][N:11]=2)[N:14]=1, predict the reactants needed to synthesize it. The reactants are: Cl[C:2]1[N:7]=[CH:6][C:5]([C:8]2[O:12][N:11]=[C:10]([C:13]3[N:18]=[C:17]([N:19]([CH3:26])[C:20]4[CH:25]=[CH:24][CH:23]=[CH:22][CH:21]=4)[N:16]=[C:15]([NH2:27])[N:14]=3)[N:9]=2)=[CH:4][CH:3]=1.[OH:28]C1N=CC(C(O)=O)=CC=1.S(Cl)(Cl)=O.NC1N=C(N(C)C2C=CC=CC=2)N=C(C(=N)NO)N=1.NC1N=C(N(C)C2C=CC=C(C)C=2)N=C(C(NO)=N)N=1. (4) Given the product [Cl:1][C:2]1[CH:7]=[C:6]([Cl:8])[CH:5]=[CH:4][C:3]=1[S:9]([NH:12][CH2:13][C@@H:14]([OH:18])[C@H:15]([OH:16])[CH2:21][NH:22][C:23]([C@@H:25]([NH:30][C:31]([C:33]1[S:34][C:35]2[CH:41]=[CH:40][CH:39]=[CH:38][C:36]=2[CH:37]=1)=[O:32])[CH2:26][CH:27]([CH3:29])[CH3:28])=[O:24])(=[O:10])=[O:11], predict the reactants needed to synthesize it. The reactants are: [Cl:1][C:2]1[CH:7]=[C:6]([Cl:8])[CH:5]=[CH:4][C:3]=1[S:9]([NH:12][CH2:13][C@H:14]1[O:18]C(C)(C)[O:16][C@@H:15]1[CH2:21][NH:22][C:23]([C@@H:25]([NH:30][C:31]([C:33]1[S:34][C:35]2[CH:41]=[CH:40][CH:39]=[CH:38][C:36]=2[CH:37]=1)=[O:32])[CH2:26][CH:27]([CH3:29])[CH3:28])=[O:24])(=[O:11])=[O:10].CC1C=CC(S(O)(=O)=O)=CC=1.O. (5) Given the product [N:24]1([C:22]2[N:23]=[C:18]([N:7]3[C:8]4[CH:9]=[CH:10][CH:11]=[CH:12][C:13]=4[C:14]4[CH2:1][N:2]5[CH2:3][CH2:4][CH:5]([C:6]3=4)[CH2:15][CH2:16]5)[CH:19]=[CH:20][CH:21]=2)[CH2:25][CH2:26][O:27][CH2:28][CH2:29]1, predict the reactants needed to synthesize it. The reactants are: [CH2:1]1[C:14]2[C:13]3[CH:12]=[CH:11][CH:10]=[CH:9][C:8]=3[NH:7][C:6]=2[CH:5]2[CH2:15][CH2:16][N:2]1[CH2:3][CH2:4]2.Br[C:18]1[N:23]=[C:22]([N:24]2[CH2:29][CH2:28][O:27][CH2:26][CH2:25]2)[CH:21]=[CH:20][CH:19]=1. (6) Given the product [F:35][C:29]1[CH:30]=[C:31]([F:34])[CH:32]=[CH:33][C:28]=1/[CH:27]=[CH:26]/[C:23]1[O:24][CH:25]=[C:21]([CH2:20][O:16][C:13]2[CH:12]=[CH:11][C:10]([CH2:9][CH2:8][CH2:7][CH2:6][N:1]3[CH:5]=[CH:4][N:3]=[N:2]3)=[CH:15][CH:14]=2)[N:22]=1, predict the reactants needed to synthesize it. The reactants are: [N:1]1([CH2:6][CH2:7][CH2:8][CH2:9][C:10]2[CH:15]=[CH:14][C:13]([OH:16])=[CH:12][CH:11]=2)[CH:5]=[CH:4][N:3]=[N:2]1.[H-].[Na+].Cl[CH2:20][C:21]1[N:22]=[C:23](/[CH:26]=[CH:27]/[C:28]2[CH:33]=[CH:32][C:31]([F:34])=[CH:30][C:29]=2[F:35])[O:24][CH:25]=1.